This data is from Reaction yield outcomes from USPTO patents with 853,638 reactions. The task is: Predict the reaction yield, written as a fraction of the theoretical maximum amount of product (1.0 means a 100% yield; for example, 0.34 means a 34% yield). The reactants are FC(F)(F)C(O)=O.C([O:12][C:13]([N:15]1[CH2:35][CH2:34][C:18]2[N:19]=[C:20]([NH:23][C:24](=[O:33])[C:25]3[CH:30]=[C:29]([Cl:31])[CH:28]=[C:27]([Cl:32])[CH:26]=3)[N:21]=[CH:22][C:17]=2[CH2:16]1)=O)(C)(C)C.CCN(C(C)C)C(C)C.[F:45][C:46]([F:57])([F:56])[C:47]1[CH:48]=[C:49]([CH:53]=[CH:54][CH:55]=1)C(O)=O.CCN=C=NCCCN(C)C.C1C=NC2N(O)N=NC=2C=1. The catalyst is C(Cl)Cl. The product is [Cl:32][C:27]1[CH:26]=[C:25]([CH:30]=[C:29]([Cl:31])[CH:28]=1)[C:24]([NH:23][C:20]1[N:21]=[CH:22][C:17]2[CH2:16][N:15]([C:13](=[O:12])[C:54]3[CH:53]=[CH:49][CH:48]=[C:47]([C:46]([F:57])([F:56])[F:45])[CH:55]=3)[CH2:35][CH2:34][C:18]=2[N:19]=1)=[O:33]. The yield is 0.550.